Dataset: Full USPTO retrosynthesis dataset with 1.9M reactions from patents (1976-2016). Task: Predict the reactants needed to synthesize the given product. (1) Given the product [CH2:1]([C:3]1[N:7]=[C:6]([C:8]2[S:12][C:11]([NH:13][C:20](=[O:22])[CH3:21])=[N:10][C:9]=2[C:14]2[CH:19]=[CH:18][CH:17]=[CH:16][CH:15]=2)[O:5][N:4]=1)[CH3:2], predict the reactants needed to synthesize it. The reactants are: [CH2:1]([C:3]1[N:7]=[C:6]([C:8]2[S:12][C:11]([NH2:13])=[N:10][C:9]=2[C:14]2[CH:19]=[CH:18][CH:17]=[CH:16][CH:15]=2)[O:5][N:4]=1)[CH3:2].[C:20](Cl)(=[O:22])[CH3:21]. (2) Given the product [F:1][C:2]([F:13])([F:14])[C:3]1[CH:4]=[CH:5][C:6]([C:9]([F:10])([F:11])[F:12])=[CH:7][C:8]=1[N+:15]([O-:17])=[O:16], predict the reactants needed to synthesize it. The reactants are: [F:1][C:2]([F:14])([F:13])[C:3]1[CH:8]=[CH:7][C:6]([C:9]([F:12])([F:11])[F:10])=[CH:5][CH:4]=1.[N+:15]([O-])([OH:17])=[O:16]. (3) The reactants are: [F:1][C:2]1[CH:9]=[CH:8][C:7]([C:10]([F:13])([F:12])[F:11])=[CH:6][C:3]=1[CH:4]=O.[NH2:14][C:15]1[CH:23]=[CH:22][C:18]2[N:19]=[CH:20][NH:21][C:17]=2[CH:16]=1.[Si](C#N)(C)(C)C.[N:30]1([C:35](N2C=CN=C2)=[O:36])C=CN=[CH:31]1. Given the product [NH:19]1[C:18]2[CH:22]=[CH:23][C:15]([N:14]3[CH:4]([C:3]4[CH:6]=[C:7]([C:10]([F:13])([F:12])[F:11])[CH:8]=[CH:9][C:2]=4[F:1])[CH2:31][NH:30][C:35]3=[O:36])=[CH:16][C:17]=2[N:21]=[CH:20]1, predict the reactants needed to synthesize it. (4) Given the product [CH3:1][O:2][C:3](=[O:22])[CH2:4][CH:5]1[CH2:10][N:9]([C:23]2[CH:28]=[CH:27][CH:26]=[CH:25][CH:24]=2)[C:8]2[CH:11]=[C:12]([C:15]([OH:17])=[O:16])[CH:13]=[CH:14][C:7]=2[O:6]1, predict the reactants needed to synthesize it. The reactants are: [CH3:1][O:2][C:3](=[O:22])[CH2:4][CH:5]1[CH2:10][NH:9][C:8]2[CH:11]=[C:12]([C:15]([O:17]C(C)(C)C)=[O:16])[CH:13]=[CH:14][C:7]=2[O:6]1.[C:23]1(C)[CH:28]=[CH:27][CH:26]=[CH:25][CH:24]=1.C1(C)C=CC(S(O)(=O)=O)=CC=1.